From a dataset of Forward reaction prediction with 1.9M reactions from USPTO patents (1976-2016). Predict the product of the given reaction. (1) Given the reactants [Cl:1][C:2]1[CH:7]=[CH:6][C:5]([C:8]2[CH:9]=[C:10]([C:19]([OH:21])=O)[N:11]=[N:12][C:13]=2[O:14][CH2:15][CH:16]2[CH2:18][CH2:17]2)=[CH:4][CH:3]=1.Cl.[F:23][C:24]([F:33])([F:32])[C:25]1[N:29]=[C:28]([CH2:30][NH2:31])[O:27][N:26]=1, predict the reaction product. The product is: [F:33][C:24]([F:23])([F:32])[C:25]1[N:29]=[C:28]([CH2:30][NH:31][C:19]([C:10]2[N:11]=[N:12][C:13]([O:14][CH2:15][CH:16]3[CH2:17][CH2:18]3)=[C:8]([C:5]3[CH:4]=[CH:3][C:2]([Cl:1])=[CH:7][CH:6]=3)[CH:9]=2)=[O:21])[O:27][N:26]=1. (2) Given the reactants [C:1]([CH2:3][C:4]([CH:6]1[CH2:9][N:8]([C:10]([O:12][C:13]([CH3:16])([CH3:15])[CH3:14])=[O:11])[CH2:7]1)=O)#[N:2].Cl.[CH3:18][NH:19][NH2:20], predict the reaction product. The product is: [NH2:2][C:1]1[N:19]([CH3:18])[N:20]=[C:4]([CH:6]2[CH2:9][N:8]([C:10]([O:12][C:13]([CH3:16])([CH3:15])[CH3:14])=[O:11])[CH2:7]2)[CH:3]=1. (3) The product is: [Br:31][CH2:32][C:33]([N:13]1[CH2:14][CH:15]([C:16]2[CH:21]=[CH:20][C:19]([Cl:22])=[C:18]([Cl:23])[CH:17]=2)[CH:11]([CH:9]([O:8][C:5]2[CH:4]=[CH:3][C:2]([Cl:1])=[CH:7][N:6]=2)[CH3:10])[CH2:12]1)=[O:34]. Given the reactants [Cl:1][C:2]1[CH:3]=[CH:4][C:5]([O:8][CH:9]([CH:11]2[CH:15]([C:16]3[CH:21]=[CH:20][C:19]([Cl:22])=[C:18]([Cl:23])[CH:17]=3)[CH2:14][NH:13][CH2:12]2)[CH3:10])=[N:6][CH:7]=1.CCN(CC)CC.[Br:31][CH2:32][C:33](Cl)=[O:34], predict the reaction product. (4) Given the reactants [CH2:1]([O:3][C:4]([C:6]1[C:15](=[O:16])[C:14]2[C:9](=[N:10][C:11]([Cl:17])=[CH:12][CH:13]=2)[N:8](C(C)(C)C)[CH:7]=1)=[O:5])[CH3:2].S(=O)(=O)(O)O, predict the reaction product. The product is: [CH2:1]([O:3][C:4]([C:6]1[C:15](=[O:16])[C:14]2[C:9](=[N:10][C:11]([Cl:17])=[CH:12][CH:13]=2)[NH:8][CH:7]=1)=[O:5])[CH3:2]. (5) The product is: [OH:8][CH:9]([C:23]1[CH:24]=[CH:25][C:26]([C:29]2[N:33]=[C:32]([C:34]3[O:38][N:37]=[C:36]([C:39]4[CH:44]=[CH:43][CH:42]=[CH:41][CH:40]=4)[C:35]=3[C:45]([F:48])([F:47])[F:46])[O:31][N:30]=2)=[CH:27][CH:28]=1)[CH2:10][N:11]1[CH2:16][CH2:15][CH2:14][C@H:13]([CH2:17][C:18]([OH:20])=[O:19])[CH2:12]1. Given the reactants [Si]([O:8][C@@H:9]([C:23]1[CH:28]=[CH:27][C:26]([C:29]2[N:33]=[C:32]([C:34]3[O:38][N:37]=[C:36]([C:39]4[CH:44]=[CH:43][CH:42]=[CH:41][CH:40]=4)[C:35]=3[C:45]([F:48])([F:47])[F:46])[O:31][N:30]=2)=[CH:25][CH:24]=1)[CH2:10][N:11]1[CH2:16][CH2:15][CH2:14][C@H:13]([CH2:17][C:18]([O:20]CC)=[O:19])[CH2:12]1)(C(C)(C)C)(C)C.Cl.O1CCOCC1, predict the reaction product. (6) Given the reactants COC1C=CC(C2CCC3C(=CC=C(OC)C=3)C2)=C(CCC2C=CC(O)=CC=2)C=1.Cl.ClCCN1CCCCC1.C[O:41][C:42]1[CH:43]=[CH:44][C:45]([CH:65]2[CH2:74][CH2:73][C:72]3[C:67](=[CH:68][CH:69]=[C:70]([O:75]C)[CH:71]=3)[CH2:66]2)=[C:46]([CH2:48][CH2:49][C:50]2[CH:64]=[CH:63][C:53]([O:54][CH2:55][CH2:56][N:57]3[CH2:62][CH2:61][CH2:60][CH2:59][CH2:58]3)=[CH:52][CH:51]=2)[CH:47]=1, predict the reaction product. The product is: [OH:41][C:42]1[CH:43]=[CH:44][C:45]([CH:65]2[CH2:74][CH2:73][C:72]3[CH:71]=[C:70]([OH:75])[CH:69]=[CH:68][C:67]=3[CH2:66]2)=[C:46]([CH2:48][CH2:49][C:50]2[CH:64]=[CH:63][C:53]([O:54][CH2:55][CH2:56][N:57]3[CH2:62][CH2:61][CH2:60][CH2:59][CH2:58]3)=[CH:52][CH:51]=2)[CH:47]=1.